Dataset: Reaction yield outcomes from USPTO patents with 853,638 reactions. Task: Predict the reaction yield, written as a fraction of the theoretical maximum amount of product (1.0 means a 100% yield; for example, 0.34 means a 34% yield). (1) The reactants are [CH:1]1[C:10]2[C:5](=[CH:6][C:7]([CH:11]=O)=[CH:8][CH:9]=2)[CH:4]=[CH:3][N:2]=1.Cl.[NH2:14][OH:15].[OH-].[Na+].Cl. The catalyst is CCO.O. The product is [CH:1]1[C:10]2[C:5](=[CH:6][C:7](/[CH:11]=[N:14]/[OH:15])=[CH:8][CH:9]=2)[CH:4]=[CH:3][N:2]=1. The yield is 0.788. (2) The reactants are C[O:2][C:3]1[CH:8]=[CH:7][C:6]([C:9]2[N:10]=[N:11][NH:12][CH:13]=2)=[CH:5][CH:4]=1.Br.O. The catalyst is C(OCC)(=O)C. The product is [NH:12]1[CH:13]=[C:9]([C:6]2[CH:5]=[CH:4][C:3]([OH:2])=[CH:8][CH:7]=2)[N:10]=[N:11]1. The yield is 0.400. (3) The reactants are [CH3:1][O:2][C@H:3]1[CH2:11][C:10]2[C:5](=[CH:6][CH:7]=[CH:8][CH:9]=2)[C@H:4]1[NH:12]C(=O)OC(C)(C)C.Cl.C(=O)([O-])[O-].[Na+].[Na+]. The catalyst is O1CCOCC1.O. The product is [CH3:1][O:2][C@H:3]1[CH2:11][C:10]2[C:5](=[CH:6][CH:7]=[CH:8][CH:9]=2)[C@H:4]1[NH2:12]. The yield is 0.990. (4) The reactants are [Cl:1][C:2]1[N:7]=[CH:6][C:5]2[CH:8]=[CH:9][NH:10][C:4]=2[CH:3]=1.[H-].[Na+].Cl[CH2:14][C:15]1[C:16]([N:21]([CH3:26])[S:22]([CH3:25])(=[O:24])=[O:23])=[N:17][CH:18]=[CH:19][CH:20]=1. The catalyst is CN(C=O)C. The product is [Cl:1][C:2]1[N:7]=[CH:6][C:5]2[CH:8]=[CH:9][N:10]([CH2:14][C:15]3[C:16]([N:21]([CH3:26])[S:22]([CH3:25])(=[O:24])=[O:23])=[N:17][CH:18]=[CH:19][CH:20]=3)[C:4]=2[CH:3]=1. The yield is 0.235. (5) The product is [Br:1][C:21]1[C:16]([C:13]2[CH:12]=[CH:11][C:10]([F:9])=[CH:15][CH:14]=2)=[N:17][C:18]([OH:25])=[N:19][C:20]=1[CH:22]([CH3:23])[CH3:24]. The yield is 0.980. The reactants are [Br:1]N1C(=O)CCC1=O.[F:9][C:10]1[CH:15]=[CH:14][C:13]([C:16]2[CH:21]=[C:20]([CH:22]([CH3:24])[CH3:23])[N:19]=[C:18]([OH:25])[N:17]=2)=[CH:12][CH:11]=1. The catalyst is CN(C=O)C.C(OCC)(=O)C.C1(C)C=CC=CC=1.O. (6) The reactants are [CH3:1][C:2]1[N:7]=[C:6]2[S:8][C:9]3[CH2:13][CH2:12][CH2:11][C:10]=3[C:5]2=[C:4]([C:14]([CH3:17])([CH3:16])[CH3:15])[C:3]=1[CH2:18][C:19]([O:21][CH3:22])=[O:20].[Li+].C[Si]([N-][Si](C)(C)C)(C)C.[CH2:33]1[CH2:37]OC[CH2:34]1.ICCC. The catalyst is CN(C=O)C. The product is [CH3:1][C:2]1[N:7]=[C:6]2[S:8][C:9]3[CH2:13][CH2:12][CH2:11][C:10]=3[C:5]2=[C:4]([C:14]([CH3:17])([CH3:15])[CH3:16])[C:3]=1[CH:18]([CH2:34][CH2:33][CH3:37])[C:19]([O:21][CH3:22])=[O:20]. The yield is 0.460. (7) The reactants are O[C:2]1[C:11]([NH:12][C:13]([C:15]2[NH:16][C:17]3[C:22]([CH:23]=2)=[CH:21][CH:20]=[CH:19][CH:18]=3)=[O:14])=[CH:10][CH:9]=[CH:8][C:3]=1[C:4]([O:6][CH3:7])=[O:5].O.CC1C=CC(S(O)(=O)=O)=CC=1. The catalyst is C1(C)C(C)=CC=CC=1. The product is [NH:16]1[C:17]2[C:22](=[CH:21][CH:20]=[CH:19][CH:18]=2)[CH:23]=[C:15]1[C:13]1[O:14][C:2]2[C:3]([C:4]([O:6][CH3:7])=[O:5])=[CH:8][CH:9]=[CH:10][C:11]=2[N:12]=1. The yield is 0.430. (8) The reactants are Br[C:2]1[C:3]2[C:8]([CH:9]=[C:10]3[C:15]=1[CH:14]=[CH:13][CH:12]=[CH:11]3)=[CH:7][CH:6]=[CH:5][CH:4]=2.B(O)O.C(=O)([O-])[O-].[Na+].[Na+]. The catalyst is C1(C)C=CC=CC=1. The product is [CH:4]1[C:3]2[C:2](=[CH:15][CH:10]=[CH:9][CH:8]=2)[CH:6]=[CH:5][C:4]=1[C:3]1[C:2]2[C:11]([CH:10]=[C:9]3[C:8]=1[CH:7]=[CH:7][CH:6]=[CH:5]3)=[CH:12][CH:13]=[CH:14][CH:15]=2. The yield is 0.870. (9) The reactants are [F:1][C:2]1[CH:7]=[CH:6][C:5]([C:8]2[C:12]([C:13]3[CH:18]=[CH:17][NH:16][C:15](=[O:19])[CH:14]=3)=[CH:11][NH:10][N:9]=2)=[CH:4][CH:3]=1. The catalyst is C1COCC1. The product is [F:1][C:2]1[CH:7]=[CH:6][C:5]2[C:8]3[C:12](=[CH:11][NH:10][N:9]=3)[C:13]3[CH:18]=[CH:17][NH:16][C:15](=[O:19])[C:14]=3[C:4]=2[CH:3]=1. The yield is 0.350. (10) The catalyst is [Cu]I.O1CCOCC1. The yield is 0.640. The product is [C:1]([NH:9][NH:10][C:38]1[CH:43]=[C:42]([CH3:44])[CH:41]=[C:40]([CH3:45])[CH:39]=1)(=[O:8])[C:2]1[CH:7]=[CH:6][CH:5]=[CH:4][CH:3]=1. The reactants are [C:1]([NH:9][NH2:10])(=[O:8])[C:2]1[CH:7]=[CH:6][CH:5]=[CH:4][CH:3]=1.C([O-])([O-])=O.[K+].[K+].[C@@H]1(N)CCCC[C@H]1N.CCCCCCCCCCCC.I[C:38]1[CH:39]=[C:40]([CH3:45])[CH:41]=[C:42]([CH3:44])[CH:43]=1.